Dataset: Forward reaction prediction with 1.9M reactions from USPTO patents (1976-2016). Task: Predict the product of the given reaction. (1) The product is: [ClH:44].[F:35][C:30]([C:27]1[CH:28]=[CH:29][C:24]([CH2:23][O:22][C:18]2[CH:17]=[C:16]3[C:21](=[CH:20][CH:19]=2)[N:13]([C:11](=[O:12])[CH2:10][NH:9][CH2:8][CH2:7][C:6]([OH:43])=[O:5])[CH2:14][CH2:15]3)=[CH:25][CH:26]=1)([F:34])[CH:31]([CH3:32])[CH3:33]. Given the reactants C([O:5][C:6](=[O:43])[CH2:7][CH2:8][N:9](C(OC(C)(C)C)=O)[CH2:10][C:11]([N:13]1[C:21]2[C:16](=[CH:17][C:18]([O:22][CH2:23][C:24]3[CH:29]=[CH:28][C:27]([C:30]([F:35])([F:34])[CH:31]([CH3:33])[CH3:32])=[CH:26][CH:25]=3)=[CH:19][CH:20]=2)[CH2:15][CH2:14]1)=[O:12])(C)(C)C.[ClH:44].C(OCC)(=O)C, predict the reaction product. (2) Given the reactants [C:1]([C:4]1[C:12]2[N:11]=[C:10]([CH:13]3[CH2:21][C:20]4[C:15](=[CH:16][CH:17]=[CH:18][CH:19]=4)[N:14]3C(OCC3C=CC=CC=3)=O)[NH:9][C:8]=2[CH:7]=[CH:6][CH:5]=1)(=[O:3])[NH2:2], predict the reaction product. The product is: [NH:14]1[C:15]2[C:20](=[CH:19][CH:18]=[CH:17][CH:16]=2)[CH2:21][CH:13]1[C:10]1[NH:9][C:8]2[CH:7]=[CH:6][CH:5]=[C:4]([C:1]([NH2:2])=[O:3])[C:12]=2[N:11]=1. (3) Given the reactants [CH3:1][C:2]1([CH3:21])[CH:11]=[C:10]([CH3:12])[C:9]2[C:4](=[CH:5][CH:6]=[C:7](OS(C(F)(F)F)(=O)=O)[CH:8]=2)[NH:3]1.[F-].[K+].[S:24]1[CH:28]=[CH:27][C:26](B(O)O)=[CH:25]1, predict the reaction product. The product is: [CH3:21][C:2]1([CH3:1])[CH:11]=[C:10]([CH3:12])[C:9]2[C:4](=[CH:5][CH:6]=[C:7]([C:26]3[CH:27]=[CH:28][S:24][CH:25]=3)[CH:8]=2)[NH:3]1. (4) Given the reactants [OH:1][C@@H:2]([C@H:4]1[C:37](=[O:38])[N:6]2[C:7]([C:24]([O:26][CH2:27][C:28]3[CH:33]=[CH:32][C:31]([N+:34]([O-:36])=[O:35])=[CH:30][CH:29]=3)=[O:25])=[C:8]([C:11]3[S:15][C:14]4=[C:16]([S:19]([CH2:21][CH2:22][OH:23])=[O:20])[N:17]=[CH:18][N:13]4[CH:12]=3)[C@H:9]([CH3:10])[C@H:5]12)[CH3:3].P([O-])([O-])([O-])=[O:40].[Na+].[Na+].[Na+].[H][H], predict the reaction product. The product is: [OH:1][C@@H:2]([C@H:4]1[C:37](=[O:38])[N:6]2[C:7]([C:24]([O:26][CH2:27][C:28]3[CH:33]=[CH:32][C:31]([N+:34]([O-:36])=[O:35])=[CH:30][CH:29]=3)=[O:25])=[C:8]([C:11]3[S:15][C:14]4=[C:16]([S:19]([CH2:21][CH2:22][OH:23])(=[O:40])=[O:20])[N:17]=[CH:18][N:13]4[CH:12]=3)[C@H:9]([CH3:10])[C@H:5]12)[CH3:3]. (5) Given the reactants [CH3:1][O:2][C:3]1[CH:8]=[CH:7][C:6]([CH3:9])=[CH:5][C:4]=1[C:10]1([CH3:26])[NH:14][C:13](=[O:15])[N:12]([CH2:16][C:17](=[O:24])[C:18]2[CH:23]=[CH:22][CH:21]=[CH:20][CH:19]=2)[C:11]1=[O:25].[CH3:27]I, predict the reaction product. The product is: [CH3:1][O:2][C:3]1[CH:8]=[CH:7][C:6]([CH3:9])=[CH:5][C:4]=1[C:10]1([CH3:26])[N:14]([CH3:27])[C:13](=[O:15])[N:12]([CH2:16][C:17](=[O:24])[C:18]2[CH:19]=[CH:20][CH:21]=[CH:22][CH:23]=2)[C:11]1=[O:25]. (6) Given the reactants N1C=CN=C1.[C:6]([Si:10](Cl)([C:17]1[CH:22]=[CH:21][CH:20]=[CH:19][CH:18]=1)[C:11]1[CH:16]=[CH:15][CH:14]=[CH:13][CH:12]=1)([CH3:9])([CH3:8])[CH3:7].[F:24][C:25]([F:41])([F:40])[C:26]([NH:28][C@H:29]1[C:38]2[C:33](=[CH:34][CH:35]=[CH:36][CH:37]=2)[C@H:32]([OH:39])[CH2:31][CH2:30]1)=[O:27].O, predict the reaction product. The product is: [Si:10]([O:39][C@H:32]1[C:33]2[C:38](=[CH:37][CH:36]=[CH:35][CH:34]=2)[C@H:29]([NH:28][C:26](=[O:27])[C:25]([F:40])([F:41])[F:24])[CH2:30][CH2:31]1)([C:6]([CH3:9])([CH3:8])[CH3:7])([C:17]1[CH:22]=[CH:21][CH:20]=[CH:19][CH:18]=1)[C:11]1[CH:16]=[CH:15][CH:14]=[CH:13][CH:12]=1. (7) Given the reactants [N:1]1[CH:6]=[CH:5][CH:4]=[CH:3][C:2]=1[NH2:7].[CH3:8][CH:9]([CH3:13])[C:10](=O)[CH3:11].C(O[BH-](OC(=O)C)OC(=O)C)(=O)C.[Na+], predict the reaction product. The product is: [CH3:8][CH:9]([CH3:13])[CH:10]([NH:7][C:2]1[CH:3]=[CH:4][CH:5]=[CH:6][N:1]=1)[CH3:11].